This data is from Full USPTO retrosynthesis dataset with 1.9M reactions from patents (1976-2016). The task is: Predict the reactants needed to synthesize the given product. (1) Given the product [OH:1][C:2]1[C:11]([CH3:12])=[C:10]([CH3:13])[C:9]([CH2:24][C:25]2[CH:30]=[CH:29][C:28]([O:31][CH3:32])=[CH:27][CH:26]=2)=[CH:8][C:3]=1[C:4]([O:6][CH3:7])=[O:5], predict the reactants needed to synthesize it. The reactants are: [OH:1][C:2]1[C:11]([CH3:12])=[C:10]([CH3:13])[C:9](B2OC(C)(C)C(C)(C)O2)=[CH:8][C:3]=1[C:4]([O:6][CH3:7])=[O:5].Cl[CH2:24][C:25]1[CH:30]=[CH:29][C:28]([O:31][CH3:32])=[CH:27][CH:26]=1.C(=O)([O-])[O-].[Na+].[Na+].O. (2) Given the product [CH2:1]([O:5][C:6](=[O:10])[C:7]([C:8]#[N:9])=[CH:14][CH:13]=[CH2:11])[CH2:2][CH2:3][CH3:4], predict the reactants needed to synthesize it. The reactants are: [CH2:1]([O:5][C:6](=[O:10])[CH2:7][C:8]#[N:9])[CH2:2][CH2:3][CH3:4].[CH:11]([CH:13]=[CH2:14])=O.Cl. (3) The reactants are: C(N(CC)CC)C.[Cl:8][C:9]1[CH:17]=[CH:16][C:12]([C:13](O)=[O:14])=[CH:11][C:10]=1[NH:18][C:19]([C:21]1[C:32](=[O:33])[NH:31][C:24]2[N:25]=[C:26]([O:29][CH3:30])[N:27]=[CH:28][C:23]=2[CH:22]=1)=[O:20].CN(C(ON1N=NC2C=CC=NC1=2)=[N+](C)C)C.F[P-](F)(F)(F)(F)F.[NH2:58][CH2:59][CH2:60][CH2:61][NH:62][C:63](=[O:69])[O:64][C:65]([CH3:68])([CH3:67])[CH3:66]. Given the product [Cl:8][C:9]1[CH:17]=[CH:16][C:12]([C:13]([NH:58][CH2:59][CH2:60][CH2:61][NH:62][C:63](=[O:69])[O:64][C:65]([CH3:67])([CH3:66])[CH3:68])=[O:14])=[CH:11][C:10]=1[NH:18][C:19]([C:21]1[C:32](=[O:33])[NH:31][C:24]2[N:25]=[C:26]([O:29][CH3:30])[N:27]=[CH:28][C:23]=2[CH:22]=1)=[O:20], predict the reactants needed to synthesize it. (4) Given the product [CH3:1][C:2]1[CH:3]=[C:4]2[C:8](=[CH:9][CH:10]=1)[N:7]([C:11]([C:12]1[CH:17]=[CH:16][CH:15]=[CH:14][CH:13]=1)=[O:18])[CH:6]=[CH:5]2, predict the reactants needed to synthesize it. The reactants are: [CH3:1][C:2]1[CH:3]=[C:4]2[C:8](=[CH:9][CH:10]=1)[NH:7][CH:6]=[CH:5]2.[C:11](Cl)(=[O:18])[C:12]1[CH:17]=[CH:16][CH:15]=[CH:14][CH:13]=1.CCN(CC)CC.C([O-])(O)=O.[Na+]. (5) Given the product [NH2:1][C:2]1[CH:3]=[CH:4][C:5]([C:2]2[CH:3]=[CH:4][C:13]([OH:16])=[CH:9][CH:10]=2)=[C:6]2[C:10]=1[C:9](=[O:11])[NH:8][CH2:7]2, predict the reactants needed to synthesize it. The reactants are: [NH2:1][C:2]1[CH:3]=[CH:4][C:5](Br)=[C:6]2[C:10]=1[C:9](=[O:11])[NH:8][CH2:7]2.[C:13](=[O:16])([O-])[O-].[K+].[K+].O. (6) Given the product [F:26][C:23]([F:24])([F:25])[S:20]([N-:12][S:13]([C:16]([F:17])([F:18])[F:19])(=[O:14])=[O:15])(=[O:21])=[O:22].[CH2:2]([N+:6]1([CH3:11])[CH2:10][CH2:9][CH2:8][CH2:7]1)[CH2:3][CH2:4][CH3:5], predict the reactants needed to synthesize it. The reactants are: [Br-].[CH2:2]([N+:6]1([CH3:11])[CH2:10][CH2:9][CH2:8][CH2:7]1)[CH2:3][CH2:4][CH3:5].[N-:12]([S:20]([C:23]([F:26])([F:25])[F:24])(=[O:22])=[O:21])[S:13]([C:16]([F:19])([F:18])[F:17])(=[O:15])=[O:14].[Li+].